This data is from Full USPTO retrosynthesis dataset with 1.9M reactions from patents (1976-2016). The task is: Predict the reactants needed to synthesize the given product. (1) Given the product [I:18][C:15]1[CH:14]=[CH:13][C:12]([C:11]2[O:19][C:1]([C:2]3[CH:3]=[CH:4][CH:5]=[CH:6][CH:7]=3)=[N:9][N:10]=2)=[CH:17][CH:16]=1, predict the reactants needed to synthesize it. The reactants are: [C:1]([NH:9][NH:10][C:11](=[O:19])[C:12]1[CH:17]=[CH:16][C:15]([I:18])=[CH:14][CH:13]=1)(=O)[C:2]1[CH:7]=[CH:6][CH:5]=[CH:4][CH:3]=1. (2) Given the product [C:17]1([C:1]2[CH:6]=[CH:5][CH:4]=[CH:3][CH:2]=2)[CH:18]=[CH:19][C:20]([O:23][CH2:18][CH2:17][CH2:1][CH2:6][CH2:5][CH2:4][C:3]([OH:26])=[O:24])=[CH:21][CH:22]=1, predict the reactants needed to synthesize it. The reactants are: [C:1]1([C:17]2[CH:22]=[CH:21][CH:20]=[CH:19][CH:18]=2)[C:2](OC(CCC)CCC([O-])=O)=[CH:3][CH:4]=[CH:5][CH:6]=1.[OH2:23].[OH-:24].[Li+].[OH2:26].